Dataset: Forward reaction prediction with 1.9M reactions from USPTO patents (1976-2016). Task: Predict the product of the given reaction. (1) Given the reactants [Cl:1][C:2]1[C:29]([F:30])=[CH:28][CH:27]=[C:26]([F:31])[C:3]=1[C:4]([NH:6][CH2:7][C:8]1([CH:19]2[CH2:24][CH2:23][CH2:22][CH2:21][N:20]2[CH3:25])[CH2:11][N:10](C(OC(C)(C)C)=O)[CH2:9]1)=[O:5].FC(F)(F)C(O)=O, predict the reaction product. The product is: [Cl:1][C:2]1[C:29]([F:30])=[CH:28][CH:27]=[C:26]([F:31])[C:3]=1[C:4]([NH:6][CH2:7][C:8]1([CH:19]2[CH2:24][CH2:23][CH2:22][CH2:21][N:20]2[CH3:25])[CH2:9][NH:10][CH2:11]1)=[O:5]. (2) Given the reactants C([O:3][C:4](=[O:21])[CH2:5][CH2:6][C:7]1[CH:16]=[CH:15][CH:14]=[C:13]2[C:8]=1[CH2:9][CH2:10][N:11]([CH2:17][CH2:18][O:19][CH3:20])[CH2:12]2)C.[Li+].[OH-].Cl, predict the reaction product. The product is: [CH3:20][O:19][CH2:18][CH2:17][N:11]1[CH2:10][CH2:9][C:8]2[C:13](=[CH:14][CH:15]=[CH:16][C:7]=2[CH2:6][CH2:5][C:4]([OH:21])=[O:3])[CH2:12]1. (3) Given the reactants [OH-].[Na+].[CH3:3][C@@H:4]([OH:8])[C@@H:5]([OH:7])[CH3:6].Cl[C:10]1[C:11]2[C:18]([C:19]3[CH:24]=[CH:23][C:22]([O:25][CH3:26])=[CH:21][CH:20]=3)=[C:17]([C:27]3[CH:32]=[CH:31][CH:30]=[CH:29][CH:28]=3)[O:16][C:12]=2[N:13]=[CH:14][N:15]=1.Cl, predict the reaction product. The product is: [CH3:26][O:25][C:22]1[CH:21]=[CH:20][C:19]([C:18]2[C:11]3[C:10]([O:7][CH:5]([CH3:6])[CH:4]([OH:8])[CH3:3])=[N:15][CH:14]=[N:13][C:12]=3[O:16][C:17]=2[C:27]2[CH:28]=[CH:29][CH:30]=[CH:31][CH:32]=2)=[CH:24][CH:23]=1. (4) Given the reactants [I:1][C:2]1[CH:8]=[C:7]([C:9]([F:12])([F:11])[F:10])[CH:6]=[CH:5][C:3]=1[NH2:4].[CH3:13][C:14]([O-])(C)[CH3:15].[K+].C1COCC1.C(Br)C=C, predict the reaction product. The product is: [CH2:15]([NH:4][C:3]1[CH:5]=[CH:6][C:7]([C:9]([F:10])([F:11])[F:12])=[CH:8][C:2]=1[I:1])[CH:14]=[CH2:13]. (5) Given the reactants [Cl:1][C:2]1[N:7]=[N:6][C:5]([NH:8][NH2:9])=[C:4]([CH3:10])[C:3]=1[CH2:11][CH3:12].[N:13]#[C:14]Br.O.C(=O)([O-])[O-].[K+].[K+], predict the reaction product. The product is: [Cl:1][C:2]1[C:3]([CH2:11][CH3:12])=[C:4]([CH3:10])[C:5]2[N:6]([C:14]([NH2:13])=[N:9][N:8]=2)[N:7]=1. (6) The product is: [C:20]([O:19][C:17](=[O:18])[CH2:16][C@H:7]1[C:8]2[O:14][N:13]=[C:12]([CH3:15])[C:9]=2[C:10]2[S:11][C:2]([CH3:1])=[C:3]([CH3:25])[C:4]=2[C:5](=[O:24])[N:6]1[C:31]([O:30][C:27]([CH3:29])([CH3:28])[CH3:26])=[O:32])([CH3:21])([CH3:22])[CH3:23]. Given the reactants [CH3:1][C:2]1[S:11][C:10]2[C:9]3[C:12]([CH3:15])=[N:13][O:14][C:8]=3[C@H:7]([CH2:16][C:17]([O:19][C:20]([CH3:23])([CH3:22])[CH3:21])=[O:18])[NH:6][C:5](=[O:24])[C:4]=2[C:3]=1[CH3:25].[CH3:26][C:27]([O:30][C:31](O[C:31]([O:30][C:27]([CH3:29])([CH3:28])[CH3:26])=[O:32])=[O:32])([CH3:29])[CH3:28], predict the reaction product.